This data is from Reaction yield outcomes from USPTO patents with 853,638 reactions. The task is: Predict the reaction yield, written as a fraction of the theoretical maximum amount of product (1.0 means a 100% yield; for example, 0.34 means a 34% yield). The reactants are C([NH:18][C@H:19]([C:30]([OH:32])=[O:31])[CH2:20][C:21]1[CH:26]=[CH:25][C:24]([C:27](=[O:29])[CH3:28])=[CH:23][CH:22]=1)(OCC1C2C(=CC=CC=2)C2C1=CC=CC=2)=O.N1CCCCC1. The catalyst is O. The product is [C:27]([C:24]1[CH:25]=[CH:26][C:21]([CH2:20][C@@H:19]([C:30]([OH:32])=[O:31])[NH2:18])=[CH:22][CH:23]=1)(=[O:29])[CH3:28]. The yield is 0.880.